This data is from Catalyst prediction with 721,799 reactions and 888 catalyst types from USPTO. The task is: Predict which catalyst facilitates the given reaction. (1) Reactant: C([O:8][N:9]1[C:15](=[O:16])[N:14]2[CH2:17][C@H:10]1[CH2:11][CH2:12][C@H:13]2[C:18]([NH:20][O:21][CH2:22][CH2:23][NH:24][C:25](=[O:31])[O:26][C:27]([CH3:30])([CH3:29])[CH3:28])=[O:19])C1C=CC=CC=1. Product: [OH:8][N:9]1[C:15](=[O:16])[N:14]2[CH2:17][C@H:10]1[CH2:11][CH2:12][C@H:13]2[C:18]([NH:20][O:21][CH2:22][CH2:23][NH:24][C:25](=[O:31])[O:26][C:27]([CH3:29])([CH3:28])[CH3:30])=[O:19]. The catalyst class is: 19. (2) Reactant: [NH2:1][C:2]1[CH:3]=[C:4]([C:8]2[N:9]=[C:10]3[C:16]([C:17](=[O:22])[C:18]([CH3:21])([CH3:20])[CH3:19])=[CH:15][NH:14][C:11]3=[N:12][CH:13]=2)[CH:5]=[CH:6][CH:7]=1.[Cl-]. Product: [C:17]([C:16]1[C:10]2[C:11](=[N:12][CH:13]=[C:8]([C:4]3[CH:3]=[C:2]([NH:1][C:17](=[O:22])[CH:16]=[CH2:15])[CH:7]=[CH:6][CH:5]=3)[N:9]=2)[NH:14][CH:15]=1)(=[O:22])[C:18]([CH3:19])([CH3:21])[CH3:20]. The catalyst class is: 395. (3) Reactant: [Cl:1][C:2]1[C:3](=[O:21])[N:4]([CH2:10][CH2:11][C:12]2[CH:20]=[CH:19][C:15]([C:16](O)=[O:17])=[CH:14][CH:13]=2)[C:5]([CH3:9])=[C:6]([Cl:8])[CH:7]=1.C1N=C[N:24](C(N2C=NC=C2)=O)C=1.N. Product: [Cl:1][C:2]1[C:3](=[O:21])[N:4]([CH2:10][CH2:11][C:12]2[CH:20]=[CH:19][C:15]([C:16]([NH2:24])=[O:17])=[CH:14][CH:13]=2)[C:5]([CH3:9])=[C:6]([Cl:8])[CH:7]=1. The catalyst class is: 3. (4) Reactant: [NH2:1][C:2]1[CH:7]=[CH:6][C:5]([OH:8])=[C:4]([F:9])[CH:3]=1.Cl.CC([O-])(C)C.[K+].Cl[C:18]1[CH:23]=[CH:22][N:21]=[C:20]2[CH:24]=[C:25]([C:27]3[N:28]=[CH:29][N:30]([CH2:32][CH2:33][N:34]4[CH2:39][CH2:38][N:37]([C:40]([O:42][C:43]([CH3:46])([CH3:45])[CH3:44])=[O:41])[CH2:36][CH2:35]4)[CH:31]=3)[S:26][C:19]=12.Cl.NC1C=CC(O)=C(F)C=1.C1([O-])C=CC=CC=1. Product: [NH2:1][C:2]1[CH:7]=[CH:6][C:5]([O:8][C:18]2[CH:23]=[CH:22][N:21]=[C:20]3[CH:24]=[C:25]([C:27]4[N:28]=[CH:29][N:30]([CH2:32][CH2:33][N:34]5[CH2:35][CH2:36][N:37]([C:40]([O:42][C:43]([CH3:46])([CH3:45])[CH3:44])=[O:41])[CH2:38][CH2:39]5)[CH:31]=4)[S:26][C:19]=23)=[C:4]([F:9])[CH:3]=1. The catalyst class is: 37.